From a dataset of Forward reaction prediction with 1.9M reactions from USPTO patents (1976-2016). Predict the product of the given reaction. (1) Given the reactants [C:1]([O:5]C([NH:8][CH:9]1[CH2:14]CC(C(NC2SC(S[CH2:24][C:25]3[O:26][C:27]([C:30](C)(C)C)=CN=3)=CN=2)=O)C[CH2:10]1)=O)(C)(C)C.FC(F)(F)C(O)=[O:37], predict the reaction product. The product is: [CH3:1][OH:5].[CH:9]([NH2:8])([CH3:14])[CH3:10].[C:25]([O:26][CH2:27][CH3:30])(=[O:37])[CH3:24]. (2) Given the reactants [F:1][C:2]1[CH:7]=[CH:6][CH:5]=[CH:4][C:3]=1[C:8]1[C:17]([CH3:18])=[C:16]([NH:19][C:20]2[CH:25]=[C:24](B3OC(C)(C)C(C)(C)O3)[CH:23]=[CH:22][C:21]=2[N:35]2[CH2:40][CH2:39][O:38][CH2:37][CH2:36]2)[C:15]2[C:10](=[CH:11][CH:12]=[CH:13][CH:14]=2)[N:9]=1.Cl[C:42]1[CH:47]=[C:46]([CH3:48])[N:45]=[C:44]([NH2:49])[N:43]=1.C(=O)([O-])[O-].[Na+].[Na+].O1CCOCC1, predict the reaction product. The product is: [NH2:49][C:44]1[N:43]=[C:42]([C:24]2[CH:23]=[CH:22][C:21]([N:35]3[CH2:40][CH2:39][O:38][CH2:37][CH2:36]3)=[C:20]([NH:19][C:16]3[C:15]4[C:10](=[CH:11][CH:12]=[CH:13][CH:14]=4)[N:9]=[C:8]([C:3]4[CH:4]=[CH:5][CH:6]=[CH:7][C:2]=4[F:1])[C:17]=3[CH3:18])[CH:25]=2)[CH:47]=[C:46]([CH3:48])[N:45]=1. (3) Given the reactants [CH3:1][C:2]([N:6]1[CH:10]=[C:9]([N+:11]([O-])=O)[CH:8]=[N:7]1)([CH3:5])[CH2:3][OH:4], predict the reaction product. The product is: [NH2:11][C:9]1[CH:8]=[N:7][N:6]([C:2]([CH3:5])([CH3:1])[CH2:3][OH:4])[CH:10]=1.